Dataset: Forward reaction prediction with 1.9M reactions from USPTO patents (1976-2016). Task: Predict the product of the given reaction. (1) Given the reactants [C:1]([NH:8][C@@H:9]([C:18]([OH:20])=[O:19])[CH2:10][CH2:11][C:12]1[CH:17]=[CH:16][CH:15]=[CH:14][CH:13]=1)([O:3][C:4]([CH3:7])([CH3:6])[CH3:5])=[O:2].N[C:22]1[CH:23]=[N:24][C:25]2[C:30]([CH:31]=1)=[CH:29][CH:28]=[CH:27][CH:26]=2.C1(N=C=NC2CCCCC2)CCCCC1.O, predict the reaction product. The product is: [N:24]1[C:25]2[C:30](=[CH:29][CH:28]=[CH:27][CH:26]=2)[CH:31]=[C:22]([C:1]([NH2:8])=[O:2])[CH:23]=1.[C:1]([NH:8][C@@H:9]([C:18]([OH:20])=[O:19])[CH2:10][CH2:11][C:12]1[CH:13]=[CH:14][CH:15]=[CH:16][CH:17]=1)([O:3][C:4]([CH3:5])([CH3:7])[CH3:6])=[O:2]. (2) Given the reactants II.Cl[CH2:4][CH:5]1[CH2:7][CH2:6]1.[Cl:8][C:9]1[CH:29]=[CH:28][C:12]([O:13][C:14]2[CH:15]=[CH:16][C:17]([C:20]([C:22]3[CH:23]=[N:24][CH:25]=[N:26][CH:27]=3)=[O:21])=[N:18][CH:19]=2)=[CH:11][CH:10]=1, predict the reaction product. The product is: [Cl:8][C:9]1[CH:29]=[CH:28][C:12]([O:13][C:14]2[CH:15]=[CH:16][C:17]([C:20]([C:22]3[CH:27]=[N:26][CH:25]=[N:24][CH:23]=3)([OH:21])[CH2:7][CH2:6][CH:5]=[CH2:4])=[N:18][CH:19]=2)=[CH:11][CH:10]=1. (3) The product is: [CH3:33][CH:32]([S:29]([C:26]1[CH:27]=[CH:28][C:20]([N:14]2[CH2:18][CH2:17][CH2:16][CH2:15]2)=[C:21]([CH:25]=1)[C:22]([OH:24])=[O:23])(=[O:31])=[O:30])[CH3:34]. Given the reactants CS(C1C=CC([N:14]2[CH2:18][CH2:17][CH2:16][CH2:15]2)=C(C=1)C(O)=O)(=O)=O.Cl[C:20]1[CH:28]=[CH:27][C:26]([S:29]([CH:32]([CH3:34])[CH3:33])(=[O:31])=[O:30])=[CH:25][C:21]=1[C:22]([OH:24])=[O:23].N1CCCC1, predict the reaction product. (4) Given the reactants [NH2:1][C:2]1[S:3][C:4]([C:17]2[CH:22]=[CH:21][CH:20]=[C:19]([F:23])[CH:18]=2)=[C:5]([C:7]([N:9]2[CH2:14][C@H:13]3[C@H:11]([CH2:12]3)[C@H:10]2[CH2:15][NH2:16])=[O:8])[N:6]=1.[O:24]1[C:28]2[C:29]([C:33](O)=[O:34])=[CH:30][CH:31]=[CH:32][C:27]=2[CH2:26][CH2:25]1, predict the reaction product. The product is: [NH2:1][C:2]1[S:3][C:4]([C:17]2[CH:22]=[CH:21][CH:20]=[C:19]([F:23])[CH:18]=2)=[C:5]([C:7]([N:9]2[CH2:14][C@H:13]3[C@H:11]([CH2:12]3)[C@H:10]2[CH2:15][NH:16][C:33]([C:29]2[C:28]3[O:24][CH2:25][CH2:26][C:27]=3[CH:32]=[CH:31][CH:30]=2)=[O:34])=[O:8])[N:6]=1. (5) Given the reactants [Cl:1][C:2]1[C:3]([F:21])=[C:4]2[CH:10]=[CH:9][N:8]([Si](C(C)C)(C(C)C)C(C)C)[C:5]2=[N:6][CH:7]=1.CCCC[N+](CCCC)(CCCC)CCCC.[F-].C(Cl)Cl, predict the reaction product. The product is: [Cl:1][C:2]1[C:3]([F:21])=[C:4]2[CH:10]=[CH:9][NH:8][C:5]2=[N:6][CH:7]=1. (6) Given the reactants Cl.[Cl:2][C:3]1[CH:4]=[C:5]2[C:9](=[CH:10][CH:11]=1)[NH:8][CH:7]=[C:6]2[CH2:12][CH2:13][NH2:14].[CH2:15]([C:22]1[CH:30]=[CH:29][CH:28]=[CH:27][C:23]=1[C:24](O)=[O:25])[C:16]1[CH:21]=[CH:20][CH:19]=[CH:18][CH:17]=1.CN(C(ON1N=NC2C=CC=NC1=2)=[N+](C)C)C.F[P-](F)(F)(F)(F)F.C(N(CC)C(C)C)(C)C, predict the reaction product. The product is: [CH2:15]([C:22]1[CH:30]=[CH:29][CH:28]=[CH:27][C:23]=1[C:24]([NH:14][CH2:13][CH2:12][C:6]1[C:5]2[C:9](=[CH:10][CH:11]=[C:3]([Cl:2])[CH:4]=2)[NH:8][CH:7]=1)=[O:25])[C:16]1[CH:17]=[CH:18][CH:19]=[CH:20][CH:21]=1. (7) Given the reactants [C:1]([C:4]1[CH:33]=[CH:32][C:7]([C:8]([N:10]2[C:19]3[C:14](=[CH:15][CH:16]=[CH:17][CH:18]=3)[C@H:13]([N:20]([C:24]3[CH:29]=[CH:28][C:27]([Cl:30])=[CH:26][CH:25]=3)[C:21](=[O:23])[CH3:22])[CH2:12][C@@H:11]2[CH3:31])=[O:9])=[CH:6][CH:5]=1)(=[O:3])[CH3:2].[CH3:34][Mg]Br.[Cl-].[NH4+], predict the reaction product. The product is: [Cl:30][C:27]1[CH:26]=[CH:25][C:24]([N:20]([C@H:13]2[C:14]3[C:19](=[CH:18][CH:17]=[CH:16][CH:15]=3)[N:10]([C:8](=[O:9])[C:7]3[CH:32]=[CH:33][C:4]([C:1]([OH:3])([CH3:34])[CH3:2])=[CH:5][CH:6]=3)[C@@H:11]([CH3:31])[CH2:12]2)[C:21](=[O:23])[CH3:22])=[CH:29][CH:28]=1. (8) Given the reactants [C:1]([C:4]1[CH:5]=[CH:6][C:7]([C:22]2[CH:27]=[CH:26][CH:25]=[CH:24][C:23]=2[F:28])=[C:8]2[C:16]=1[NH:15][C:14]1[CH:13]=[C:12]([C:17](OCC)=[O:18])[CH:11]=[CH:10][C:9]2=1)(=[O:3])[NH2:2].[H-].[Al+3].[Li+].[H-].[H-].[H-].CO.C(O)(C(F)(F)F)=O, predict the reaction product. The product is: [F:28][C:23]1[CH:24]=[CH:25][CH:26]=[CH:27][C:22]=1[C:7]1[C:8]2[C:9]3[C:14](=[CH:13][C:12]([CH2:17][OH:18])=[CH:11][CH:10]=3)[NH:15][C:16]=2[C:4]([C:1]([NH2:2])=[O:3])=[CH:5][CH:6]=1.